The task is: Predict the reactants needed to synthesize the given product.. This data is from Full USPTO retrosynthesis dataset with 1.9M reactions from patents (1976-2016). Given the product [Cl:26][C:22]1[CH:21]=[C:20]2[C:25](=[CH:24][CH:23]=1)[N:17]([C:15]([C:14]1[C:9]([NH:8][CH2:1][CH2:2][C:7]3[CH:27]=[CH:3][CH:4]=[CH:5][CH:6]=3)=[N:10][CH:11]=[CH:12][CH:13]=1)=[O:16])[CH2:18][CH2:19]2, predict the reactants needed to synthesize it. The reactants are: [CH2:1]([NH:8][C:9]1[C:14]([C:15]([N:17]2[C:25]3[C:20](=[CH:21][C:22]([Cl:26])=[CH:23][CH:24]=3)[CH2:19][CH2:18]2)=[O:16])=[CH:13][CH:12]=[CH:11][N:10]=1)[C:2]1[CH:7]=[CH:6][CH:5]=[CH:4][CH:3]=1.[CH2:27](N)C1C=CC=CC=1.C(N)CC1C=CC=CC=1.